This data is from Reaction yield outcomes from USPTO patents with 853,638 reactions. The task is: Predict the reaction yield, written as a fraction of the theoretical maximum amount of product (1.0 means a 100% yield; for example, 0.34 means a 34% yield). (1) The reactants are [CH2:1]([O:3][CH2:4][CH2:5][N:6]1[CH:10]=[C:9](I)[CH:8]=[N:7]1)[CH3:2].C(O[B:16]1[O:20][C:19]([CH3:22])([CH3:21])[C:18]([CH3:24])([CH3:23])[O:17]1)(C)C. The catalyst is C1COCC1. The product is [CH2:1]([O:3][CH2:4][CH2:5][N:6]1[CH:10]=[C:9]([B:16]2[O:20][C:19]([CH3:22])([CH3:21])[C:18]([CH3:24])([CH3:23])[O:17]2)[CH:8]=[N:7]1)[CH3:2]. The yield is 0.851. (2) The reactants are [C:1]1([C:7]2[N:8]=[C:9]3[CH2:14][CH2:13][CH2:12][CH2:11][N:10]3[CH:15]=2)[CH:6]=[CH:5][CH:4]=[CH:3][CH:2]=1.[Br:16]Br.C([O-])(O)=O.[Na+]. The catalyst is C(Cl)Cl. The product is [Br:16][C:15]1[N:10]2[CH2:11][CH2:12][CH2:13][CH2:14][C:9]2=[N:8][C:7]=1[C:1]1[CH:2]=[CH:3][CH:4]=[CH:5][CH:6]=1. The yield is 0.820. (3) The reactants are [C:1]([O:5][C:6]([N:8]1[CH2:12][CH2:11][C@H:10](OS(C)(=O)=O)[CH2:9]1)=[O:7])([CH3:4])([CH3:3])[CH3:2].[CH2:18]([NH2:25])[C:19]1[CH:24]=[CH:23][CH:22]=[CH:21][CH:20]=1. No catalyst specified. The product is [C:1]([O:5][C:6]([N:8]1[CH2:12][CH2:11][C@@H:10]([NH:25][CH2:18][C:19]2[CH:24]=[CH:23][CH:22]=[CH:21][CH:20]=2)[CH2:9]1)=[O:7])([CH3:4])([CH3:3])[CH3:2]. The yield is 0.970. (4) The product is [F:1][C:2]1[C:3]([NH:23][C:24]2[CH:29]=[CH:28][C:27]([I:30])=[CH:26][C:25]=2[F:31])=[C:4]([C:9]([N:11]2[CH2:14][CH:13]([NH2:15])[CH2:12]2)=[O:10])[CH:5]=[CH:6][C:7]=1[F:8]. The yield is 0.950. The catalyst is ClCCl. The reactants are [F:1][C:2]1[C:3]([NH:23][C:24]2[CH:29]=[CH:28][C:27]([I:30])=[CH:26][C:25]=2[F:31])=[C:4]([C:9]([N:11]2[CH2:14][CH:13]([NH:15]C(=O)OC(C)(C)C)[CH2:12]2)=[O:10])[CH:5]=[CH:6][C:7]=1[F:8].FC(F)(F)C(O)=O. (5) The reactants are [CH2:1]([N:3]1[C:11]2[C:6](=[CH:7][C:8]([S:12]([NH2:15])(=[O:14])=[O:13])=[CH:9][CH:10]=2)[CH:5]=[CH:4]1)[CH3:2].[I:16]I.[OH-].[K+]. The catalyst is CN(C=O)C.CCOC(C)=O.OS([O-])=O.[Na+]. The product is [CH2:1]([N:3]1[C:11]2[C:6](=[CH:7][C:8]([S:12]([NH2:15])(=[O:13])=[O:14])=[CH:9][CH:10]=2)[C:5]([I:16])=[CH:4]1)[CH3:2]. The yield is 0.350. (6) The reactants are [NH2:1][C:2]1[CH:3]=[C:4]([OH:12])[C:5](=[CH:10][CH:11]=1)[C:6]([O:8][CH3:9])=[O:7].[Br:13][C:14]1[S:18][C:17]([S:19](Cl)(=[O:21])=[O:20])=[CH:16][C:15]=1[Cl:23]. No catalyst specified. The product is [Br:13][C:14]1[S:18][C:17]([S:19]([NH:1][C:2]2[CH:11]=[CH:10][C:5]([C:6]([O:8][CH3:9])=[O:7])=[C:4]([OH:12])[CH:3]=2)(=[O:21])=[O:20])=[CH:16][C:15]=1[Cl:23]. The yield is 0.610. (7) The reactants are [N:1]1([S:7]([C:10]2[CH:15]=[CH:14][C:13](B(O)O)=[CH:12][CH:11]=2)(=[O:9])=[O:8])[CH2:6][CH2:5][CH2:4][CH2:3][CH2:2]1.[C:19](=O)([O-])[O-].[K+].[K+].Br[C:26]1[C:30]([CH3:31])=[CH:29][S:28][C:27]=1[C:32]([O:34][CH3:35])=[O:33]. The catalyst is C(O)C.C1(C)C=CC=CC=1.C1C=CC([P]([Pd]([P](C2C=CC=CC=2)(C2C=CC=CC=2)C2C=CC=CC=2)([P](C2C=CC=CC=2)(C2C=CC=CC=2)C2C=CC=CC=2)[P](C2C=CC=CC=2)(C2C=CC=CC=2)C2C=CC=CC=2)(C2C=CC=CC=2)C2C=CC=CC=2)=CC=1. The product is [CH3:31][C:30]1[C:26]([C:13]2[CH:14]=[CH:15][C:10]([S:7]([N:1]3[CH2:6][CH2:5][CH2:4][CH2:3][CH2:2]3)(=[O:9])=[O:8])=[CH:11][CH:12]=2)=[C:27]([C:32]([O:34][CH2:35][CH3:19])=[O:33])[S:28][CH:29]=1. The yield is 0.620. (8) The reactants are Br[C:2]1[CH:3]=[C:4]2[C:8](=[C:9]([C:11]([NH2:13])=[O:12])[CH:10]=1)[NH:7][CH:6]=[C:5]2[CH:14]1[CH2:19][CH2:18][S:17](=[O:21])(=[O:20])[C:16]([CH3:23])([CH3:22])[CH2:15]1.[O:24]1[CH2:29][CH2:28]O[CH2:26][CH2:25]1.O1C=CC(B(O)O)=C1.C([O-])([O-])=O.[K+].[K+]. The catalyst is C1C=CC(P(C2C=CC=CC=2)[C-]2C=CC=C2)=CC=1.C1C=CC(P(C2C=CC=CC=2)[C-]2C=CC=C2)=CC=1.Cl[Pd]Cl.[Fe+2].O. The product is [CH3:22][C:16]1([CH3:23])[CH2:15][CH:14]([C:5]2[C:4]3[C:8](=[C:9]([C:11]([NH2:13])=[O:12])[CH:10]=[C:2]([C:26]4[CH:28]=[CH:29][O:24][CH:25]=4)[CH:3]=3)[NH:7][CH:6]=2)[CH2:19][CH2:18][S:17]1(=[O:21])=[O:20]. The yield is 0.260.